This data is from Full USPTO retrosynthesis dataset with 1.9M reactions from patents (1976-2016). The task is: Predict the reactants needed to synthesize the given product. (1) Given the product [O:19]1[CH2:20][CH2:21][N:16]([CH2:1][C:3]2([OH:2])[CH2:4][CH2:5][NH:6][CH2:7][CH2:8]2)[CH2:17][CH2:18]1, predict the reactants needed to synthesize it. The reactants are: [CH2:1]1[C:3]2([CH2:8][CH2:7][N:6](C(OC(C)(C)C)=O)[CH2:5][CH2:4]2)[O:2]1.[NH:16]1[CH2:21][CH2:20][O:19][CH2:18][CH2:17]1. (2) Given the product [C:1]([O:5][C:6](=[O:30])[CH2:7][CH2:8][N:9]([C:23]([O:25][C:26]([CH3:29])([CH3:28])[CH3:27])=[O:24])[CH2:10][C:11]([N:13]1[C:21]2[C:16](=[CH:17][C:18]([O:22][CH2:32][C:33]3[CH:34]=[CH:35][C:36]([C:39]([F:43])([F:44])[CH:40]([CH3:42])[CH3:41])=[CH:37][CH:38]=3)=[CH:19][CH:20]=2)[CH2:15][CH2:14]1)=[O:12])([CH3:4])([CH3:3])[CH3:2], predict the reactants needed to synthesize it. The reactants are: [C:1]([O:5][C:6](=[O:30])[CH2:7][CH2:8][N:9]([C:23]([O:25][C:26]([CH3:29])([CH3:28])[CH3:27])=[O:24])[CH2:10][C:11]([N:13]1[C:21]2[C:16](=[CH:17][C:18]([OH:22])=[CH:19][CH:20]=2)[CH2:15][CH2:14]1)=[O:12])([CH3:4])([CH3:3])[CH3:2].Cl[CH2:32][C:33]1[CH:38]=[CH:37][C:36]([C:39]([F:44])([F:43])[CH:40]([CH3:42])[CH3:41])=[CH:35][CH:34]=1.C(=O)([O-])[O-].[K+].[K+]. (3) Given the product [CH2:10]([C:9]([OH:20])([C:14]#[C:15][CH2:16][CH2:17][CH2:18][CH3:19])[CH2:7][NH2:8])[CH:11]([CH3:13])[CH3:12], predict the reactants needed to synthesize it. The reactants are: [H-].[H-].[H-].[H-].[Li+].[Al+3].[C:7]([C:9]([O:20][Si](C)(C)C)([C:14]#[C:15][CH2:16][CH2:17][CH2:18][CH3:19])[CH2:10][CH:11]([CH3:13])[CH3:12])#[N:8].O.[OH-].[Na+]. (4) Given the product [Br:1][C:2]1[C:3]([NH:8][C:15]([NH:14][C:12]([O:11][CH2:9][CH3:10])=[O:13])=[S:16])=[N:4][CH:5]=[CH:6][CH:7]=1, predict the reactants needed to synthesize it. The reactants are: [Br:1][C:2]1[C:3]([NH2:8])=[N:4][CH:5]=[CH:6][CH:7]=1.[CH2:9]([O:11][C:12]([N:14]=[C:15]=[S:16])=[O:13])[CH3:10]. (5) Given the product [CH:7]1([C@@H:5]2[N:4]([C:12]3[CH:19]=[CH:18][C:15]([C:16]#[N:17])=[C:14]([CH3:20])[N:13]=3)[N:3]=[C:2]([C:29]3[CH:28]=[CH:27][CH:26]=[C:25]([S:22]([CH3:21])(=[O:24])=[O:23])[CH:30]=3)[CH2:6]2)[CH2:11][CH2:10][CH2:9][CH2:8]1, predict the reactants needed to synthesize it. The reactants are: Cl[C:2]1[CH2:6][C@H:5]([CH:7]2[CH2:11][CH2:10][CH2:9][CH2:8]2)[N:4]([C:12]2[CH:19]=[CH:18][C:15]([C:16]#[N:17])=[C:14]([CH3:20])[N:13]=2)[N:3]=1.[CH3:21][S:22]([C:25]1[CH:26]=[C:27](B(O)O)[CH:28]=[CH:29][CH:30]=1)(=[O:24])=[O:23]. (6) Given the product [Br:15][C:16]1[CH:17]=[C:18]([CH2:22][N:23]2[CH2:28][CH2:27][N:26]([CH3:1])[CH2:25][C@@H:24]2[C:29]2[CH:34]=[CH:33][C:32]([F:35])=[CH:31][CH:30]=2)[CH:19]=[N:20][CH:21]=1, predict the reactants needed to synthesize it. The reactants are: [C:1](O[BH-](OC(=O)C)OC(=O)C)(=O)C.[Na+].[Br:15][C:16]1[CH:17]=[C:18]([CH2:22][N:23]2[CH2:28][CH2:27][NH:26][CH2:25][C@@H:24]2[C:29]2[CH:34]=[CH:33][C:32]([F:35])=[CH:31][CH:30]=2)[CH:19]=[N:20][CH:21]=1.C=O. (7) Given the product [CH3:20][O:21][C:22](=[O:34])[CH2:23][CH:24]([OH:33])[CH2:25][CH2:26][C:27]1[CH:32]=[CH:31][CH:30]=[CH:29][CH:28]=1, predict the reactants needed to synthesize it. The reactants are: C1(C(C2C=CC=CC=2)([C@@H]2CCCN2)O)C=CC=CC=1.[CH3:20][O:21][C:22](=[O:34])[CH2:23][C:24](=[O:33])[CH2:25][CH2:26][C:27]1[CH:32]=[CH:31][CH:30]=[CH:29][CH:28]=1.